From a dataset of Catalyst prediction with 721,799 reactions and 888 catalyst types from USPTO. Predict which catalyst facilitates the given reaction. Reactant: [OH:1][CH:2]1[CH2:6][CH2:5][N:4]([CH2:7][C:8]([NH:10][C@H:11]2[CH2:15][CH2:14][N:13](C(OC(C)(C)C)=O)[CH2:12]2)=[O:9])[CH2:3]1.[F:23][C:24]([F:29])([F:28])[C:25]([OH:27])=[O:26]. Product: [OH:1][CH:2]1[CH2:6][CH2:5][N:4]([CH2:7][C:8]([NH:10][C@H:11]2[CH2:15][CH2:14][NH:13][CH2:12]2)=[O:9])[CH2:3]1.[F:23][C:24]([F:29])([F:28])[C:25]([O-:27])=[O:26]. The catalyst class is: 4.